This data is from Catalyst prediction with 721,799 reactions and 888 catalyst types from USPTO. The task is: Predict which catalyst facilitates the given reaction. (1) Reactant: [CH2:1]([C:3]([C:6]1[C:7]([Br:23])=[C:8]2[N:13]([C:14]=1[CH2:15][N:16]1[CH2:21][CH2:20][O:19][CH2:18][CH2:17]1)[N:12]=[CH:11][N:10]=[C:9]2[NH2:22])([OH:5])C)C.CC(OI1(OC(C)=O)(OC(C)=O)OC(=O)C2C=CC=CC1=2)=O. Product: [NH2:22][C:9]1[C:8]2=[C:7]([Br:23])[C:6]([C:3](=[O:5])[CH3:1])=[C:14]([CH2:15][N:16]3[CH2:17][CH2:18][O:19][CH2:20][CH2:21]3)[N:13]2[N:12]=[CH:11][N:10]=1. The catalyst class is: 1. (2) Reactant: [F:1][C:2]([F:30])([F:29])[C:3]1[CH:28]=[CH:27][C:6]([CH2:7][O:8][N:9]=[C:10]([C:12]2[CH:26]=[CH:25][C:15]([O:16][CH2:17][C:18]3[O:22][C:21]([CH:23]=[O:24])=[CH:20][CH:19]=3)=[CH:14][CH:13]=2)[CH3:11])=[CH:5][CH:4]=1.[BH4-].[Na+]. Product: [F:30][C:2]([F:1])([F:29])[C:3]1[CH:4]=[CH:5][C:6]([CH2:7][O:8][N:9]=[C:10]([C:12]2[CH:13]=[CH:14][C:15]([O:16][CH2:17][C:18]3[O:22][C:21]([CH2:23][OH:24])=[CH:20][CH:19]=3)=[CH:25][CH:26]=2)[CH3:11])=[CH:27][CH:28]=1. The catalyst class is: 5. (3) Reactant: [C:1]1([C@H:13]2[C@H:17]([C:18]3[C:26]4[C:21](=[CH:22][CH:23]=[CH:24][CH:25]=4)[NH:20][CH:19]=3)[C:16](=[O:27])[N:15]([CH2:28][OH:29])[C:14]2=[O:30])[C:11]2=[C:12]3[C:7](=[CH:8][CH:9]=[CH:10]2)[CH2:6][CH2:5][CH2:4][N:3]3[CH:2]=1.[CH3:31][N:32]([CH3:37])[CH2:33][C:34](O)=[O:35].CN(C(ON1N=NC2C=CC=CC1=2)=[N+](C)C)C.F[P-](F)(F)(F)(F)F.CCN(C(C)C)C(C)C. Product: [C:1]1([C@H:13]2[C@H:17]([C:18]3[C:26]4[C:21](=[CH:22][CH:23]=[CH:24][CH:25]=4)[NH:20][CH:19]=3)[C:16](=[O:27])[N:15]([CH2:28][O:29][C:34](=[O:35])[CH2:33][N:32]([CH3:37])[CH3:31])[C:14]2=[O:30])[C:11]2=[C:12]3[C:7](=[CH:8][CH:9]=[CH:10]2)[CH2:6][CH2:5][CH2:4][N:3]3[CH:2]=1. The catalyst class is: 7.